Dataset: Catalyst prediction with 721,799 reactions and 888 catalyst types from USPTO. Task: Predict which catalyst facilitates the given reaction. Reactant: O[C:2]1[CH:10]=[CH:9][CH:8]=[CH:7][C:3]=1/[CH:4]=[N:5]/[OH:6].C1C=CC(P(C2C=CC=CC=2)C2C=CC=CC=2)=CC=1.CCOC(/N=N/C(OCC)=O)=O. Product: [O:6]1[C:2]2[CH:10]=[CH:9][CH:8]=[CH:7][C:3]=2[CH:4]=[N:5]1. The catalyst class is: 1.